Dataset: Forward reaction prediction with 1.9M reactions from USPTO patents (1976-2016). Task: Predict the product of the given reaction. (1) The product is: [CH3:17][O:16][C:14]([NH:13][CH:9]1[CH2:10][CH2:11][CH2:12][N:7]([CH:5]([CH3:6])[C:4]([OH:19])=[O:3])[C:8]1=[O:18])=[O:15]. Given the reactants C([O:3][C:4](=[O:19])[CH:5]([N:7]1[CH2:12][CH2:11][CH2:10][CH:9]([NH:13][C:14]([O:16][CH3:17])=[O:15])[C:8]1=[O:18])[CH3:6])C.COC(N1CC(=O)N2C(C(OCC)=O)CCC2C1)=O, predict the reaction product. (2) Given the reactants [ClH:1].[NH:2]=[C:3]([N:11]1[CH2:15][CH2:14][CH2:13][CH2:12]1)[C:4]1[CH:9]=[CH:8][C:7]([OH:10])=[CH:6][CH:5]=1.[Cl:16]N1C(=O)CCC1=O, predict the reaction product. The product is: [ClH:16].[Cl:1][C:6]1[CH:5]=[C:4]([C:3](=[NH:2])[N:11]2[CH2:12][CH2:13][CH2:14][CH2:15]2)[CH:9]=[CH:8][C:7]=1[OH:10].